From a dataset of Forward reaction prediction with 1.9M reactions from USPTO patents (1976-2016). Predict the product of the given reaction. Given the reactants [CH2:1]([N:3]1[CH2:7][CH2:6][CH2:5][C@@H:4]1[C:8]([N:10]([CH2:12][C:13]1[CH:18]=[C:17]([F:19])[CH:16]=[CH:15][C:14]=1[S:20]([NH:23][C:24]1[C:33]([C:34]([O:36][CH3:37])=[O:35])=[C:32]2[C:27]([CH:28]3[CH2:38][CH:29]3[CH2:30][O:31]2)=[CH:26][CH:25]=1)(=[O:22])=[O:21])[CH3:11])=[O:9])[CH3:2].FC1C=CC(S(NC2C(C(OC)=O)=C3C(C4CC4CO3)=CC=2)(=O)=O)=C(CNC)C=1.C(N1CCC[C@H]1C(O)=O)C, predict the reaction product. The product is: [CH2:1]([N:3]1[CH2:7][CH2:6][CH2:5][C@H:4]1[C:8]([N:10]([CH2:12][C:13]1[CH:18]=[C:17]([F:19])[CH:16]=[CH:15][C:14]=1[S:20]([NH:23][C:24]1[C:33]([C:34]([O:36][CH3:37])=[O:35])=[C:32]2[C:27]([CH:28]3[CH2:38][CH:29]3[CH2:30][O:31]2)=[CH:26][CH:25]=1)(=[O:22])=[O:21])[CH3:11])=[O:9])[CH3:2].